From a dataset of Retrosynthesis with 50K atom-mapped reactions and 10 reaction types from USPTO. Predict the reactants needed to synthesize the given product. (1) Given the product NCC1CCC2(CC1)OCCO2, predict the reactants needed to synthesize it. The reactants are: N#CC1CCC2(CC1)OCCO2. (2) Given the product NC(=O)c1cc(C(=O)CN(Cc2ccccc2)Cc2ccccc2)ccc1O, predict the reactants needed to synthesize it. The reactants are: NC(=O)c1cc(C(=O)CBr)ccc1O.c1ccc(CNCc2ccccc2)cc1. (3) The reactants are: NC1CCCc2c1[nH]c1ccc(Br)cc21.O=C(Cl)c1ccc(C(F)(F)F)cc1. Given the product O=C(NC1CCCc2c1[nH]c1ccc(Br)cc21)c1ccc(C(F)(F)F)cc1, predict the reactants needed to synthesize it. (4) Given the product O=C(/C=C(\c1cc(F)cc(F)c1)C(F)(F)F)N1C(=O)OC[C@@H]1Cc1ccccc1, predict the reactants needed to synthesize it. The reactants are: O=C(O)/C=C(\c1cc(F)cc(F)c1)C(F)(F)F.O=C1N[C@@H](Cc2ccccc2)CO1. (5) Given the product CN(C)CCCOc1ccc(CN2CCN(c3cc(-c4cc(Cl)c(O)c(Cl)c4)nnc3OCCc3ccc(Cl)cc3)CC2)cc1, predict the reactants needed to synthesize it. The reactants are: CN(C)CCCOc1ccc(C=O)cc1.Oc1c(Cl)cc(-c2cc(N3CCNCC3)c(OCCc3ccc(Cl)cc3)nn2)cc1Cl. (6) Given the product CCCCNC(=O)Nc1ccc(S(N)(=O)=O)cc1, predict the reactants needed to synthesize it. The reactants are: CCCCN=C=O.Nc1ccc(S(N)(=O)=O)cc1. (7) Given the product O=C(NC[C@H]1CN(CC2CCc3c(F)cnc4ccc(=O)n2c34)C[C@H]1O)OCc1ccccc1, predict the reactants needed to synthesize it. The reactants are: CS(=O)(=O)OCC1CCc2c(F)cnc3ccc(=O)n1c23.O=C(NC[C@H]1CNC[C@H]1O)OCc1ccccc1. (8) Given the product CC(C)(C)OC(=O)NCCC(O)C(=O)O, predict the reactants needed to synthesize it. The reactants are: CC(C)(C)OC(=O)OC(=O)OC(C)(C)C.NCCC(O)C(=O)O. (9) Given the product C[C@H](N)C(=O)OC1CCCC1, predict the reactants needed to synthesize it. The reactants are: C[C@H](N)C(=O)O.OC1CCCC1.